This data is from Forward reaction prediction with 1.9M reactions from USPTO patents (1976-2016). The task is: Predict the product of the given reaction. (1) Given the reactants [Cl:1][C:2]1[CH:7]=[CH:6][C:5]([CH:8]=[CH:9][CH2:10][NH:11][C:12](=[O:26])[CH:13]=[CH:14][CH:15]=[CH:16][C:17]2[CH:22]=[CH:21][C:20]([O:23][CH3:24])=[CH:19][C:18]=2[Cl:25])=[CH:4][CH:3]=1.[CH3:27][C:28]([O:31][C:32](O[C:32]([O:31][C:28]([CH3:30])([CH3:29])[CH3:27])=[O:33])=[O:33])([CH3:30])[CH3:29].C(N(CC)CC)C, predict the reaction product. The product is: [C:28]([O:31][C:32](=[O:33])[N:11]([C:12](=[O:26])[CH:13]=[CH:14][CH:15]=[CH:16][C:17]1[CH:22]=[CH:21][C:20]([O:23][CH3:24])=[CH:19][C:18]=1[Cl:25])[CH2:10][CH:9]=[CH:8][C:5]1[CH:6]=[CH:7][C:2]([Cl:1])=[CH:3][CH:4]=1)([CH3:30])([CH3:29])[CH3:27]. (2) Given the reactants [OH:1][C:2]1[CH:7]=[CH:6][C:5]([C:8](=[O:10])[CH3:9])=[CH:4][C:3]=1[CH3:11].[OH-].[Na+].[CH3:14][C:15]1[O:19][N:18]=[C:17]([CH:20]=O)[CH:16]=1.Cl, predict the reaction product. The product is: [OH:1][C:2]1[CH:7]=[CH:6][C:5]([C:8](=[O:10])/[CH:9]=[CH:20]/[C:17]2[CH:16]=[C:15]([CH3:14])[O:19][N:18]=2)=[CH:4][C:3]=1[CH3:11]. (3) The product is: [Br:1][C:2]1[CH:3]=[C:4]([S:8][CH:17]2[CH2:16][CH2:15][CH2:14][N:13]([C:19]([O:21][C:22]([CH3:24])([CH3:23])[CH3:25])=[O:20])[CH2:12][CH:11]2[OH:18])[CH:5]=[CH:6][CH:7]=1. Given the reactants [Br:1][C:2]1[CH:3]=[C:4]([SH:8])[CH:5]=[CH:6][CH:7]=1.[OH-].[Na+].[CH:11]12[O:18][CH:17]1[CH2:16][CH2:15][CH2:14][N:13]([C:19]([O:21][C:22]([CH3:25])([CH3:24])[CH3:23])=[O:20])[CH2:12]2, predict the reaction product.